Dataset: Reaction yield outcomes from USPTO patents with 853,638 reactions. Task: Predict the reaction yield, written as a fraction of the theoretical maximum amount of product (1.0 means a 100% yield; for example, 0.34 means a 34% yield). (1) The reactants are [O:1]=[C:2]1[CH:11]([C:12]([O:14]CC)=O)[CH2:10][C:9]2[C:4](=[CH:5][CH:6]=[C:7]([C:17]3[CH:22]=[CH:21][C:20]([C:23]([F:26])([F:25])[F:24])=[CH:19][CH:18]=3)[CH:8]=2)[NH:3]1.[NH3:27]. No catalyst specified. The product is [O:1]=[C:2]1[CH:11]([C:12]([NH2:27])=[O:14])[CH2:10][C:9]2[C:4](=[CH:5][CH:6]=[C:7]([C:17]3[CH:18]=[CH:19][C:20]([C:23]([F:25])([F:24])[F:26])=[CH:21][CH:22]=3)[CH:8]=2)[NH:3]1. The yield is 0.260. (2) The reactants are [F:1][C:2]1[CH:8]=[CH:7][C:5]([NH2:6])=[CH:4][CH:3]=1.I[C:10]1[CH:15]=[CH:14][C:13]([O:16][CH3:17])=[CH:12][CH:11]=1.C([O-])([O-])=O.[K+].[K+].N1CCC[C@H]1C(O)=O. The catalyst is [Cu]I.CCOC(C)=O.O.CS(C)=O. The product is [F:1][C:2]1[CH:8]=[CH:7][C:5]([NH:6][C:10]2[CH:15]=[CH:14][C:13]([O:16][CH3:17])=[CH:12][CH:11]=2)=[CH:4][CH:3]=1. The yield is 0.778. (3) The reactants are Br[C:2]1[CH:3]=[C:4]2[C:8](=[C:9]([C:11]([NH2:13])=[O:12])[CH:10]=1)[NH:7][CH:6]=[C:5]2[CH:14]1[CH2:19][CH2:18][N:17]([S:20]([CH2:23][CH3:24])(=[O:22])=[O:21])[CH2:16][CH2:15]1.[F:25][C:26]1[N:31]=[CH:30][C:29](B(O)O)=[CH:28][CH:27]=1.C(=O)([O-])[O-].[K+].[K+].CCOC(C)=O. The catalyst is O1CCOCC1.O.[Cl-].[Na+].O.C1C=CC([P]([Pd]([P](C2C=CC=CC=2)(C2C=CC=CC=2)C2C=CC=CC=2)([P](C2C=CC=CC=2)(C2C=CC=CC=2)C2C=CC=CC=2)[P](C2C=CC=CC=2)(C2C=CC=CC=2)C2C=CC=CC=2)(C2C=CC=CC=2)C2C=CC=CC=2)=CC=1. The product is [CH2:23]([S:20]([N:17]1[CH2:18][CH2:19][CH:14]([C:5]2[C:4]3[C:8](=[C:9]([C:11]([NH2:13])=[O:12])[CH:10]=[C:2]([C:29]4[CH:30]=[N:31][C:26]([F:25])=[CH:27][CH:28]=4)[CH:3]=3)[NH:7][CH:6]=2)[CH2:15][CH2:16]1)(=[O:22])=[O:21])[CH3:24]. The yield is 0.430. (4) The reactants are [CH3:1][S:2]([C:5]1[CH:13]=[C:12]2[C:8]([CH:9]=[CH:10][NH:11]2)=[CH:7][CH:6]=1)(=[O:4])=[O:3].CC(C)([O-])C.[K+].[NH2:20]Cl. The catalyst is CN(C=O)C.CCOCC. The product is [CH3:1][S:2]([C:5]1[CH:13]=[C:12]2[C:8]([CH:9]=[CH:10][N:11]2[NH2:20])=[CH:7][CH:6]=1)(=[O:4])=[O:3]. The yield is 0.510. (5) The reactants are [C:1]([O:5][C:6]([N:8]1[CH2:13][CH2:12][C:11](=[CH:14][C:15]2[N:16]([C:26]([O:28][C:29]([CH3:32])([CH3:31])[CH3:30])=[O:27])[C:17]3[C:22]([CH:23]=2)=[CH:21][CH:20]=[C:19](OC)[CH:18]=3)[CH2:10][CH2:9]1)=[O:7])([CH3:4])([CH3:3])[CH3:2].C(OC(N1C2C(=CC=C([F:49])C=2)C=C1B(O)O)=O)(C)(C)C. The yield is 0.980. No catalyst specified. The product is [C:1]([O:5][C:6]([N:8]1[CH2:13][CH2:12][C:11](=[CH:14][C:15]2[N:16]([C:26]([O:28][C:29]([CH3:32])([CH3:31])[CH3:30])=[O:27])[C:17]3[C:22]([CH:23]=2)=[CH:21][CH:20]=[C:19]([F:49])[CH:18]=3)[CH2:10][CH2:9]1)=[O:7])([CH3:4])([CH3:3])[CH3:2]. (6) The reactants are [NH2:1][C:2]1[C:7]([NH:8][CH2:9][C:10](OCC)=[O:11])=[CH:6][CH:5]=[C:4]([Cl:15])[N:3]=1.[H-].[Na+].Cl. The catalyst is O1CCOCC1. The product is [Cl:15][C:4]1[CH:5]=[CH:6][C:7]2[NH:8][CH2:9][C:10](=[O:11])[NH:1][C:2]=2[N:3]=1. The yield is 0.680. (7) The reactants are BrC[CH2:3][CH2:4][C:5]([O:7][CH2:8][CH3:9])=[O:6].[F:10][C:11]([F:21])([F:20])[O:12][C:13]1[CH:14]=[C:15]([OH:19])[CH:16]=[CH:17][CH:18]=1.C(=O)([O-])[O-].[K+].[K+]. The catalyst is CC(C)=O. The product is [F:10][C:11]([F:20])([F:21])[O:12][C:13]1[CH:14]=[C:15]([CH:16]=[CH:17][CH:18]=1)[O:19][CH2:3][CH2:4][C:5]([O:7][CH2:8][CH3:9])=[O:6]. The yield is 0.921.